Dataset: Peptide-MHC class I binding affinity with 185,985 pairs from IEDB/IMGT. Task: Regression. Given a peptide amino acid sequence and an MHC pseudo amino acid sequence, predict their binding affinity value. This is MHC class I binding data. (1) The peptide sequence is ATIGTAMYK. The MHC is HLA-B51:01 with pseudo-sequence HLA-B51:01. The binding affinity (normalized) is 0. (2) The peptide sequence is RGTKVILHL. The binding affinity (normalized) is 0.661. The MHC is Mamu-B52 with pseudo-sequence Mamu-B52. (3) The peptide sequence is WYNYPYQPL. The MHC is H-2-Kd with pseudo-sequence H-2-Kd. The binding affinity (normalized) is 0.568. (4) The peptide sequence is DPKKTGGPI. The MHC is HLA-B15:01 with pseudo-sequence HLA-B15:01. The binding affinity (normalized) is 0.0847. (5) The peptide sequence is MPNMLRIMA. The binding affinity (normalized) is 0. The MHC is HLA-A30:02 with pseudo-sequence HLA-A30:02. (6) The peptide sequence is YTFCGTIEY. The MHC is HLA-A02:01 with pseudo-sequence HLA-A02:01. The binding affinity (normalized) is 0.0847.